From a dataset of Reaction yield outcomes from USPTO patents with 853,638 reactions. Predict the reaction yield, written as a fraction of the theoretical maximum amount of product (1.0 means a 100% yield; for example, 0.34 means a 34% yield). (1) The reactants are C(C1C=C(NC(=O)CCCC2C=CC([B:25]([OH:27])[OH:26])=CC=2)C=CC=1S(CC)(=O)=O)#N.Br[C:30]1[CH:35]=[CH:34][C:33]([CH2:36][CH2:37][CH2:38][C:39]([NH:41][C:42]2[CH:43]=[CH:44][C:45]([S:58]([CH:61]([CH3:63])[CH3:62])(=[O:60])=[O:59])=[C:46]([CH:57]=2)[CH2:47][N:48]([CH3:56])[C:49](=[O:55])[O:50][C:51]([CH3:54])([CH3:53])[CH3:52])=[O:40])=[C:32]([CH2:64][CH3:65])[CH:31]=1.CC1(C)COB(B2OCC(C)(C)CO2)OC1. No catalyst specified. The product is [C:51]([O:50][C:49]([N:48]([CH2:47][C:46]1[CH:57]=[C:42]([NH:41][C:39](=[O:40])[CH2:38][CH2:37][CH2:36][C:33]2[CH:34]=[CH:35][C:30]([B:25]([OH:27])[OH:26])=[CH:31][C:32]=2[CH2:64][CH3:65])[CH:43]=[CH:44][C:45]=1[S:58]([CH:61]([CH3:63])[CH3:62])(=[O:60])=[O:59])[CH3:56])=[O:55])([CH3:54])([CH3:53])[CH3:52]. The yield is 0.670. (2) The reactants are [CH3:1][O:2][C:3]1[CH:8]=[CH:7][CH:6]=[CH:5][C:4]=1B(O)O.[Br:12][C:13]1[CH:14]=[CH:15][CH:16]=[C:17](Br)[CH:18]=1.C(=O)(O)[O-].[Na+]. The catalyst is COCCOC.O.Cl[Pd](Cl)([P](C1C=CC=CC=1)(C1C=CC=CC=1)C1C=CC=CC=1)[P](C1C=CC=CC=1)(C1C=CC=CC=1)C1C=CC=CC=1. The product is [Br:12][C:13]1[CH:18]=[C:17]([C:4]2[CH:5]=[CH:6][CH:7]=[CH:8][C:3]=2[O:2][CH3:1])[CH:16]=[CH:15][CH:14]=1. The yield is 0.580. (3) The reactants are O[CH:2]=[C:3]1[C:11]2[C:6](=[CH:7][C:8]([C:12]([C:14]3[CH:15]=[C:16]([NH:20][C:21]([C:23]4[N:24]([CH3:29])[N:25]=[C:26]([CH3:28])[CH:27]=4)=[O:22])[CH:17]=[CH:18][CH:19]=3)=[O:13])=[CH:9][CH:10]=2)[NH:5][C:4]1=[O:30].[CH2:31]1[CH2:35][O:34][CH2:33][CH2:32]1. No catalyst specified. The product is [O:30]=[C:4]1[C:3](=[CH:2][NH:20][C:16]2[CH:17]=[CH:32][C:33]([O:34][CH2:35][CH2:31][N:5]3[CH2:6][CH2:11][CH2:3][CH2:4]3)=[CH:14][CH:15]=2)[C:11]2[C:6](=[CH:7][C:8]([C:12]([C:14]3[CH:15]=[C:16]([NH:20][C:21]([C:23]4[N:24]([CH3:29])[N:25]=[C:26]([CH3:28])[CH:27]=4)=[O:22])[CH:17]=[CH:18][CH:19]=3)=[O:13])=[CH:9][CH:10]=2)[NH:5]1. The yield is 0.620.